From a dataset of Forward reaction prediction with 1.9M reactions from USPTO patents (1976-2016). Predict the product of the given reaction. Given the reactants FC(F)(F)C(O)=O.C(OC([N:15]1[CH2:20][C@H:19]([F:21])[C@H:18]([OH:22])[C:17]([CH3:24])([CH3:23])[CH2:16]1)=O)(C)(C)C, predict the reaction product. The product is: [F:21][C@H:19]1[CH2:20][NH:15][CH2:16][C:17]([CH3:24])([CH3:23])[C@H:18]1[OH:22].